From a dataset of Forward reaction prediction with 1.9M reactions from USPTO patents (1976-2016). Predict the product of the given reaction. (1) The product is: [Cl:1][C:2]1[CH:3]=[C:4]2[C:9](=[CH:10][C:11]=1[Cl:12])[N:8]=[C:7]([C:13]([Cl:20])=[O:15])[CH:6]=[CH:5]2. Given the reactants [Cl:1][C:2]1[CH:3]=[C:4]2[C:9](=[CH:10][C:11]=1[Cl:12])[N:8]=[C:7]([C:13]([OH:15])=O)[CH:6]=[CH:5]2.C(Cl)(C([Cl:20])=O)=O, predict the reaction product. (2) Given the reactants [CH3:1][CH:2]([C:4]1[N:8]([CH2:9][CH2:10][C@@H:11]([OH:19])[CH2:12][C@@H:13]([OH:18])[CH2:14][C:15]([OH:17])=[O:16])[C:7]([C:20]2[CH:21]=[CH:22][C:23]([F:26])=[CH:24][CH:25]=2)=[C:6]([C:27]2[CH:28]=[CH:29][CH:30]=[CH:31][CH:32]=2)[C:5]=1[C:33]([NH:35][C:36]1[CH:37]=[CH:38][CH:39]=[CH:40][CH:41]=1)=[O:34])[CH3:3], predict the reaction product. The product is: [CH3:3][CH:2]([C:4]1[N:8]([CH2:9][CH2:10][C@@H:11]([OH:19])[CH2:12][C@@H:13]([OH:18])[CH2:14][C:15]([OH:17])=[O:16])[C:7]([C:20]2[CH:25]=[CH:24][C:23]([F:26])=[CH:22][CH:21]=2)=[C:6]([C:27]2[CH:32]=[CH:31][CH:30]=[CH:29][CH:28]=2)[C:5]=1[C:33]([NH:35][C:36]1[CH:41]=[CH:40][CH:39]=[CH:38][CH:37]=1)=[O:34])[CH3:1].[CH2:9]([NH:8][CH2:7][C:20]1[CH:25]=[CH:24][CH:23]=[CH:22][CH:21]=1)[C:10]1[CH:11]=[CH:12][CH:13]=[CH:14][CH:15]=1.[CH3:3][CH:2]([C:4]1[N:8]([CH2:9][CH2:10][C@@H:11]([OH:19])[CH2:12][C@@H:13]([OH:18])[CH2:14][C:15]([OH:17])=[O:16])[C:7]([C:20]2[CH:25]=[CH:24][C:23]([F:26])=[CH:22][CH:21]=2)=[C:6]([C:27]2[CH:32]=[CH:31][CH:30]=[CH:29][CH:28]=2)[C:5]=1[C:33]([NH:35][C:36]1[CH:41]=[CH:40][CH:39]=[CH:38][CH:37]=1)=[O:34])[CH3:1].[CH2:9]([NH:8][CH2:7][C:20]1[CH:25]=[CH:24][CH:23]=[CH:22][CH:21]=1)[C:10]1[CH:11]=[CH:12][CH:13]=[CH:14][CH:15]=1. (3) Given the reactants [CH2:1]([N:5]1[C:11]2[CH:12]=[CH:13][C:14]([C:16]3[CH:21]=[CH:20][C:19]([O:22][CH2:23][CH2:24][O:25][CH2:26][CH2:27][CH3:28])=[CH:18][CH:17]=3)=[CH:15][C:10]=2[CH:9]=[C:8]([C:29]([NH:31][C:32]2[CH:37]=[CH:36][C:35]([S:38][CH2:39][C:40]3[N:44]([CH2:45][CH2:46][CH3:47])[CH:43]=[N:42][CH:41]=3)=[CH:34][CH:33]=2)=[O:30])[CH2:7][CH2:6]1)[CH:2]([CH3:4])[CH3:3].ClC1C=CC=C(C(OO)=[O:56])C=1.CSC.O, predict the reaction product. The product is: [CH2:1]([N:5]1[C:11]2[CH:12]=[CH:13][C:14]([C:16]3[CH:17]=[CH:18][C:19]([O:22][CH2:23][CH2:24][O:25][CH2:26][CH2:27][CH3:28])=[CH:20][CH:21]=3)=[CH:15][C:10]=2[CH:9]=[C:8]([C:29]([NH:31][C:32]2[CH:37]=[CH:36][C:35]([S:38]([CH2:39][C:40]3[N:44]([CH2:45][CH2:46][CH3:47])[CH:43]=[N:42][CH:41]=3)=[O:56])=[CH:34][CH:33]=2)=[O:30])[CH2:7][CH2:6]1)[CH:2]([CH3:4])[CH3:3].